Dataset: Forward reaction prediction with 1.9M reactions from USPTO patents (1976-2016). Task: Predict the product of the given reaction. (1) The product is: [CH:3]([Si:2]([CH:9]([CH3:11])[CH3:10])([CH:6]([CH3:8])[CH3:7])[O:29][C:28]1[CH:27]=[CH:26][CH:25]=[CH:24][C:23]=1[CH3:30])([CH3:5])[CH3:4]. Given the reactants Cl[Si:2]([CH:9]([CH3:11])[CH3:10])([CH:6]([CH3:8])[CH3:7])[CH:3]([CH3:5])[CH3:4].N12CCCN=C1CCCCC2.[C:23]1([CH3:30])[C:28]([OH:29])=[CH:27][CH:26]=[CH:25][CH:24]=1, predict the reaction product. (2) Given the reactants Cl[C:2]1[N:7]=[C:6]([NH:8][C:9]2[NH:10][N:11]=[C:12]([CH2:14][CH2:15][C:16]3[CH:21]=[CH:20][CH:19]=[CH:18][CH:17]=3)[CH:13]=2)[CH:5]=[CH:4][N:3]=1.FC(F)(F)C(O)=O.[NH2:29][CH2:30][C:31]1[O:35][N:34]=[C:33]([C:36]([NH2:38])=[O:37])[CH:32]=1.C(N(C(C)C)CC)(C)C, predict the reaction product. The product is: [CH2:14]([C:12]1[CH:13]=[C:9]([NH:8][C:6]2[CH:5]=[CH:4][N:3]=[C:2]([NH:29][CH2:30][C:31]3[O:35][N:34]=[C:33]([C:36]([NH2:38])=[O:37])[CH:32]=3)[N:7]=2)[NH:10][N:11]=1)[CH2:15][C:16]1[CH:21]=[CH:20][CH:19]=[CH:18][CH:17]=1. (3) Given the reactants [F:1][C:2]1[CH:3]=[C:4]([C@@H:12]([C@@H:32]2[CH2:36][CH2:35][CH2:34][N:33]2C(OC(C)(C)C)=O)[C:13]([N:15]2[CH2:20][CH2:19][N:18]([C:21]3[C:22]4[C@H:29]([CH3:30])[CH2:28][C@@H:27]([OH:31])[C:23]=4[N:24]=[CH:25][N:26]=3)[CH2:17][CH2:16]2)=[O:14])[CH:5]=[CH:6][C:7]=1[C:8]([F:11])([F:10])[F:9].CO.Cl.O1CCOCC1, predict the reaction product. The product is: [F:1][C:2]1[CH:3]=[C:4]([C@@H:12]([C@@H:32]2[CH2:36][CH2:35][CH2:34][NH:33]2)[C:13]([N:15]2[CH2:16][CH2:17][N:18]([C:21]3[C:22]4[C@H:29]([CH3:30])[CH2:28][C@@H:27]([OH:31])[C:23]=4[N:24]=[CH:25][N:26]=3)[CH2:19][CH2:20]2)=[O:14])[CH:5]=[CH:6][C:7]=1[C:8]([F:10])([F:9])[F:11]. (4) Given the reactants [C:1]1([C:7]2[NH:8][CH:9]=[CH:10][N:11]=2)[CH:6]=[CH:5][CH:4]=[CH:3][CH:2]=1, predict the reaction product. The product is: [CH:1]1([C:7]2[NH:11][CH:10]=[CH:9][N:8]=2)[CH2:2][CH2:3][CH2:4][CH2:5][CH2:6]1.